Dataset: Forward reaction prediction with 1.9M reactions from USPTO patents (1976-2016). Task: Predict the product of the given reaction. Given the reactants [Mg].Br[C:3]1[CH:8]=[CH:7][C:6]([C:9]([F:12])([F:11])[F:10])=[C:5]([F:13])[CH:4]=1.[CH3:14][C:15]1[CH2:20][CH2:19][CH2:18][C:17]([CH3:22])([CH3:21])[C:16]=1[CH2:23][CH:24]=[O:25], predict the reaction product. The product is: [F:13][C:5]1[CH:4]=[C:3]([CH:24]([OH:25])[CH2:23][C:16]2[C:17]([CH3:21])([CH3:22])[CH2:18][CH2:19][CH2:20][C:15]=2[CH3:14])[CH:8]=[CH:7][C:6]=1[C:9]([F:12])([F:11])[F:10].